From a dataset of Full USPTO retrosynthesis dataset with 1.9M reactions from patents (1976-2016). Predict the reactants needed to synthesize the given product. (1) Given the product [Cl:8][C:5]1[N:6]=[CH:7][C:2]([C@H:29]([NH:28][C@@H:23]([CH2:24][CH:25]([CH3:27])[CH3:26])[CH2:22][OH:21])[C:30]([F:32])([F:31])[F:33])=[CH:3][CH:4]=1, predict the reactants needed to synthesize it. The reactants are: Br[C:2]1[CH:3]=[CH:4][C:5]([Cl:8])=[N:6][CH:7]=1.C([Li])CCC.[Si]([O:21][CH2:22][C@@H:23](/[N:28]=[CH:29]/[C:30]([F:33])([F:32])[F:31])[CH2:24][CH:25]([CH3:27])[CH3:26])(C(C)(C)C)(C)C.[NH4+].[Cl-]. (2) Given the product [CH3:21][O:20][P:18]([CH:16]([F:17])[C:13]1[CH:14]=[CH:15][C:10]([C:9]([OH:24])=[O:8])=[CH:11][CH:12]=1)([O:22][CH3:23])=[O:19], predict the reactants needed to synthesize it. The reactants are: C([O:8][C:9](=[O:24])[C:10]1[CH:15]=[CH:14][C:13]([CH:16]([P:18]([O:22][CH3:23])([O:20][CH3:21])=[O:19])[F:17])=[CH:12][CH:11]=1)C1C=CC=CC=1. (3) Given the product [C:52]([C:51]1[CH:54]=[C:47]([NH:46][C:18]([C:3]2[N:4]([CH3:17])[CH:5]=[C:6]([S:7](=[O:15])(=[O:16])[NH:8][C@H:9]([CH3:14])[C:10]([F:11])([F:12])[F:13])[C:2]=2[F:1])=[O:20])[CH:48]=[CH:49][C:50]=1[F:55])#[N:53], predict the reactants needed to synthesize it. The reactants are: [F:1][C:2]1[C:6]([S:7](=[O:16])(=[O:15])[NH:8][C@H:9]([CH3:14])[C:10]([F:13])([F:12])[F:11])=[CH:5][N:4]([CH3:17])[C:3]=1[C:18]([O:20]CC)=O.[Li+].[OH-].Cl.FC1C(S(=O)(=O)N[C@H](C)C(F)(F)F)=CN(C)C=1C(O)=O.[NH2:46][C:47]1[CH:48]=[CH:49][C:50]([F:55])=[C:51]([CH:54]=1)[C:52]#[N:53]. (4) The reactants are: Cl.Cl.Cl.[CH3:4][C:5]1[N:9]([CH:10]2[CH2:16][C@H:15]3[N:17]([CH2:18][CH2:19][C:20]4([C:26]5[CH:31]=[CH:30][CH:29]=[CH:28][CH:27]=5)[O:25][CH2:24][CH2:23][NH:22][CH2:21]4)[C@H:12]([CH2:13][CH2:14]3)[CH2:11]2)[C:8]2[CH:32]=[CH:33][CH:34]=[CH:35][C:7]=2[N:6]=1.CCN(CC)CC.[CH3:43][C:44]([CH3:49])([CH3:48])[C:45](Cl)=[O:46]. Given the product [CH3:43][C:44]([CH3:49])([CH3:48])[C:45]([N:22]1[CH2:23][CH2:24][O:25][C:20]([CH2:19][CH2:18][N:17]2[C@H:12]3[CH2:13][CH2:14][C@@H:15]2[CH2:16][CH:10]([N:9]2[C:8]4[CH:32]=[CH:33][CH:34]=[CH:35][C:7]=4[N:6]=[C:5]2[CH3:4])[CH2:11]3)([C:26]2[CH:31]=[CH:30][CH:29]=[CH:28][CH:27]=2)[CH2:21]1)=[O:46], predict the reactants needed to synthesize it.